Dataset: Forward reaction prediction with 1.9M reactions from USPTO patents (1976-2016). Task: Predict the product of the given reaction. (1) Given the reactants [F:1][C:2]1[CH:7]=[CH:6][C:5]([CH:8]2[O:12]C(=O)[NH:10][CH:9]2[CH2:14][C:15]2[CH:20]=[CH:19][C:18]([O:21][C:22]3[CH:27]=[CH:26][CH:25]=[CH:24][CH:23]=3)=[CH:17][CH:16]=2)=[CH:4][CH:3]=1.[OH-].[Na+], predict the reaction product. The product is: [NH2:10][CH:9]([CH2:14][C:15]1[CH:20]=[CH:19][C:18]([O:21][C:22]2[CH:27]=[CH:26][CH:25]=[CH:24][CH:23]=2)=[CH:17][CH:16]=1)[CH:8]([C:5]1[CH:4]=[CH:3][C:2]([F:1])=[CH:7][CH:6]=1)[OH:12]. (2) Given the reactants [C:1]([C:3]1[CH:12]=[CH:11][C:6]([C:7](OC)=[O:8])=[C:5]([CH3:13])[CH:4]=1)#[N:2].C1COCC1.[Cl-].[Cl-].[Ca+2].[BH4-].[Na+], predict the reaction product. The product is: [OH:8][CH2:7][C:6]1[CH:11]=[CH:12][C:3]([C:1]#[N:2])=[CH:4][C:5]=1[CH3:13]. (3) The product is: [C:7]([CH:9]=[C:22]1[CH2:23][C:20]([CH2:19][F:18])([C:25]#[N:26])[CH2:21]1)#[N:8]. Given the reactants CC(C)([O-])C.[K+].[C:7]([CH2:9]P(=O)(OCC)OCC)#[N:8].[F:18][CH2:19][C:20]1([C:25]#[N:26])[CH2:23][C:22](=O)[CH2:21]1, predict the reaction product. (4) Given the reactants F[C:2]1[CH:9]=[C:8]([N:10]2[C:22]3[CH:21]=[CH:20][CH:19]=[C:18]([C:23]4[NH:27][C:26]5[CH:28]=[C:29]([F:32])[CH:30]=[CH:31][C:25]=5[N:24]=4)[C:17]=3[C:16]3[C:11]2=[CH:12][CH:13]=[CH:14][CH:15]=3)[CH:7]=[CH:6][C:3]=1[C:4]#[N:5].C(=O)([O-])[O-].[K+].[K+].Cl.Cl.[N:41]1([CH2:46][CH2:47][NH2:48])[CH:45]=[CH:44][N:43]=[CH:42]1.[OH-:49].[Na+].OO, predict the reaction product. The product is: [F:32][C:29]1[CH:30]=[CH:31][C:25]2[N:24]=[C:23]([C:18]3[C:17]4[C:16]5[C:11](=[CH:12][CH:13]=[CH:14][CH:15]=5)[N:10]([C:8]5[CH:7]=[CH:6][C:3]([C:4]([NH2:5])=[O:49])=[C:2]([NH:48][CH2:47][CH2:46][N:41]6[CH:45]=[CH:44][N:43]=[CH:42]6)[CH:9]=5)[C:22]=4[CH:21]=[CH:20][CH:19]=3)[NH:27][C:26]=2[CH:28]=1.